From a dataset of Reaction yield outcomes from USPTO patents with 853,638 reactions. Predict the reaction yield, written as a fraction of the theoretical maximum amount of product (1.0 means a 100% yield; for example, 0.34 means a 34% yield). (1) The reactants are [Cl:1][C:2]1[CH:7]=[CH:6][CH:5]=[C:4]([CH3:8])[C:3]=1[NH:9][C:10](=[O:16])/[CH:11]=[CH:12]/OCC.C1C(=O)N(Br)C(=O)C1.[Cl:25][C:26]1[N:31]=[C:30]([CH3:32])[N:29]=[C:28]([NH:33][C:34]([NH2:36])=[S:35])[CH:27]=1. The catalyst is C1COCC1.O. The product is [Cl:25][C:26]1[N:31]=[C:30]([CH3:32])[N:29]=[C:28]([NH:33][C:34]2[S:35][C:11]([C:10]([NH:9][C:3]3[C:4]([CH3:8])=[CH:5][CH:6]=[CH:7][C:2]=3[Cl:1])=[O:16])=[CH:12][N:36]=2)[CH:27]=1. The yield is 0.710. (2) The reactants are [O:1]1[CH2:6][CH2:5][N:4]([C:7]([CH:9]2[CH2:14][CH2:13][NH:12][CH2:11][CH2:10]2)=[O:8])[CH2:3][CH2:2]1.[Cl:15][C:16]1[CH:17]=[N:18][CH:19]=[C:20]([Cl:23])[C:21]=1Cl.C(N(CC)CC)C. The catalyst is CN1C(=O)CCC1. The product is [Cl:15][C:16]1[CH:17]=[N:18][CH:19]=[C:20]([Cl:23])[C:21]=1[N:12]1[CH2:13][CH2:14][CH:9]([C:7]([N:4]2[CH2:3][CH2:2][O:1][CH2:6][CH2:5]2)=[O:8])[CH2:10][CH2:11]1. The yield is 0.350. (3) The product is [CH2:12]([C:8]1([C:5]2[CH:6]=[CH:7][C:2]([CH:43]=[O:44])=[CH:3][CH:4]=2)[CH2:11][CH2:10][CH2:9]1)[CH2:13][CH2:14][CH3:15]. No catalyst specified. The reactants are Br[C:2]1[CH:7]=[CH:6][C:5]([C:8]2([CH2:12][CH2:13][CH2:14][CH3:15])[CH2:11][CH2:10][CH2:9]2)=[CH:4][CH:3]=1.BrC1C=CC(C2(CCCC)CC2)=CC=1.C([Li])CCC.CCCCCC.CN(C)[CH:43]=[O:44]. The yield is 0.570. (4) The reactants are [CH2:1]([C@H:3]1[C@@H:7]([C:8]2[N:12]3[C:13]4[CH:19]=[CH:18][NH:17][C:14]=4[N:15]=[CH:16][C:11]3=[N:10][N:9]=2)[CH2:6]/[C:5](=[CH:20]/[C:21]([O:23][CH2:24][CH3:25])=[O:22])/[CH2:4]1)[CH3:2]. The catalyst is C1COCC1.[OH-].[OH-].[Pd+2]. The product is [CH2:1]([C@H:3]1[C@@H:7]([C:8]2[N:12]3[C:13]4[CH:19]=[CH:18][NH:17][C:14]=4[N:15]=[CH:16][C:11]3=[N:10][N:9]=2)[CH2:6][C@H:5]([CH2:20][C:21]([O:23][CH2:24][CH3:25])=[O:22])[CH2:4]1)[CH3:2]. The yield is 0.310. (5) The reactants are [Cl:1][C:2]1[C:3]2[C:7]([CH:8]=[C:9]([C:11]([F:14])([F:13])[F:12])[CH:10]=1)=[N:6][N:5]1[C:15]([CH:20]3[CH2:25][CH2:24][N:23](C(OC(C)(C)C)=O)[CH2:22][CH2:21]3)=[CH:16][C:17](=[O:19])[NH:18][C:4]=21.Cl. The catalyst is CO.O1CCOCC1. The product is [ClH:1].[Cl:1][C:2]1[C:3]2[C:7]([CH:8]=[C:9]([C:11]([F:13])([F:14])[F:12])[CH:10]=1)=[N:6][N:5]1[C:15]([CH:20]3[CH2:21][CH2:22][NH:23][CH2:24][CH2:25]3)=[CH:16][C:17](=[O:19])[NH:18][C:4]=21. The yield is 0.540. (6) The reactants are C1C=CC=CC=1.[CH2:7]([O:10][C:11]1[C:12]([NH2:21])=[CH:13][C:14]2[C:19]([CH:20]=1)=[CH:18][CH:17]=[CH:16][CH:15]=2)[CH2:8][CH3:9].[C:22]([CH:25]([C:31]1[CH:36]=[CH:35][C:34]([O:37][CH3:38])=[CH:33][CH:32]=1)[C:26](OCC)=[O:27])(=O)[CH3:23].C(OCC)(=O)C. The catalyst is CCCCCC. The product is [CH3:38][O:37][C:34]1[CH:35]=[CH:36][C:31]([C:25]2[C:26](=[O:27])[C:13]3[C:14]4[CH:15]=[CH:16][CH:17]=[CH:18][C:19]=4[CH:20]=[C:11]([O:10][CH2:7][CH2:8][CH3:9])[C:12]=3[NH:21][C:22]=2[CH3:23])=[CH:32][CH:33]=1. The yield is 0.720. (7) The reactants are I[C:2]1[CH:3]=[CH:4][C:5]2[N:6]([CH:8]=[C:9]([NH:11][C:12]([CH:14]3[CH2:16][CH:15]3C)=[O:13])[N:10]=2)[N:7]=1.C(=O)([O-])[O-].[K+].[K+].[NH2:24][C:25]1[CH:30]=[CH:29][C:28]([SH:31])=[CH:27][CH:26]=1.O. The catalyst is CN(C)C=O. The product is [NH2:24][C:25]1[CH:30]=[CH:29][C:28]([S:31][C:2]2[CH:3]=[CH:4][C:5]3[N:6]([CH:8]=[C:9]([NH:11][C:12]([CH:14]4[CH2:15][CH2:16]4)=[O:13])[N:10]=3)[N:7]=2)=[CH:27][CH:26]=1. The yield is 0.770. (8) The product is [Cl:5][C:6]1[CH:11]=[C:10]([N+:12]([O-:14])=[O:13])[CH:9]=[CH:8][N:7]=1. The catalyst is C(Cl)(Cl)Cl. The yield is 0.780. The reactants are P(Cl)(Cl)Cl.[Cl:5][C:6]1[CH:11]=[C:10]([N+:12]([O-:14])=[O:13])[CH:9]=[CH:8][N+:7]=1[O-].C(=O)(O)[O-].[Na+]. (9) The yield is 0.130. The product is [CH:1]([O:4][C:5](=[O:32])[C@@H:6]([NH:11][C@@H:12]([C:17]1[CH:22]=[CH:21][C:20]([C:34]2[N:35]=[C:36]([N:39]3[CH2:44][CH2:43][N:42]([CH3:45])[CH2:41][CH2:40]3)[S:37][CH:38]=2)=[CH:19][CH:18]=1)[C:13]([F:15])([F:14])[F:16])[CH2:7][CH:8]([CH3:10])[CH3:9])([CH3:3])[CH3:2]. The reactants are [CH:1]([O:4][C:5](=[O:32])[C@@H:6]([NH:11][C@@H:12]([C:17]1[CH:22]=[CH:21][C:20](B2OC(C)(C)C(C)(C)O2)=[CH:19][CH:18]=1)[C:13]([F:16])([F:15])[F:14])[CH2:7][CH:8]([CH3:10])[CH3:9])([CH3:3])[CH3:2].Br[C:34]1[N:35]=[C:36]([N:39]2[CH2:44][CH2:43][N:42]([CH3:45])[CH2:41][CH2:40]2)[S:37][CH:38]=1.C(=O)([O-])[O-].[Na+].[Na+]. The catalyst is CN(C=O)C.O.C(Cl)Cl.C1C=CC(P(C2C=CC=CC=2)[C-]2C=CC=C2)=CC=1.C1C=CC(P(C2C=CC=CC=2)[C-]2C=CC=C2)=CC=1.Cl[Pd]Cl.[Fe+2].